Dataset: Peptide-MHC class II binding affinity with 134,281 pairs from IEDB. Task: Regression. Given a peptide amino acid sequence and an MHC pseudo amino acid sequence, predict their binding affinity value. This is MHC class II binding data. The peptide sequence is GTSGSPIVNRNGEVI. The MHC is DRB1_0901 with pseudo-sequence DRB1_0901. The binding affinity (normalized) is 0.106.